Task: Predict the reaction yield, written as a fraction of the theoretical maximum amount of product (1.0 means a 100% yield; for example, 0.34 means a 34% yield).. Dataset: Reaction yield outcomes from USPTO patents with 853,638 reactions (1) The reactants are O=P(Cl)(Cl)Cl.[F:6][C:7]1[CH:12]=[CH:11][CH:10]=[C:9]([F:13])[C:8]=1[C:14]1[NH:22][C:21]2[CH2:20][CH2:19][N:18]([C:23]3[N:24]=[C:25]([C:29]4[CH:30]=[N:31][CH:32]=[CH:33][CH:34]=4)[S:26][C:27]=3[CH3:28])[CH2:17][C:16]=2[CH:15]=1.O.[C:36]([O-])(O)=[O:37].[Na+]. The catalyst is CN(C=O)C. The product is [F:6][C:7]1[CH:12]=[CH:11][CH:10]=[C:9]([F:13])[C:8]=1[C:14]1[NH:22][C:21]2[CH2:20][CH2:19][N:18]([C:23]3[N:24]=[C:25]([C:29]4[CH:30]=[N:31][CH:32]=[CH:33][CH:34]=4)[S:26][C:27]=3[CH3:28])[CH2:17][C:16]=2[C:15]=1[CH2:36][OH:37]. The yield is 0.280. (2) The reactants are [CH:1]1([CH2:7][CH2:8][CH2:9][NH:10][C:11]2[C:12]([NH2:19])=[CH:13][C:14]([CH3:18])=[C:15]([CH3:17])[CH:16]=2)[CH2:6][CH2:5][CH2:4][CH2:3][CH2:2]1.[NH:20]1[C:28](=[O:29])[C:26](=O)[C:24](=O)[NH:23][C:21]1=[O:22].B(O)(O)O. The catalyst is C(O)(=O)C. The product is [CH:1]1([CH2:7][CH2:8][CH2:9][N:10]2[C:24]3[C:26]([C:28](=[O:29])[NH:20][C:21](=[O:22])[N:23]=3)=[N:19][C:12]3[CH:13]=[C:14]([CH3:18])[C:15]([CH3:17])=[CH:16][C:11]2=3)[CH2:6][CH2:5][CH2:4][CH2:3][CH2:2]1. The yield is 0.580. (3) The reactants are [N:1]([CH:4]([O:16][CH2:17][CH2:18][O:19][CH2:20][C:21]([O:23][CH2:24][CH3:25])=[O:22])[CH2:5][O:6][C:7]1[CH:15]=[CH:14][CH:13]=[CH:12][C:8]=1C(O)=O)=[N+:2]=[N-:3].C1C(=O)N(OC(ON2C(=O)CCC2=O)=O)C(=O)C1.[F:44][C:45]([F:50])([F:49])[C:46](O)=[O:47].[NH2:51][CH2:52][CH2:53][NH:54][C:55](=[O:60])C(F)(F)F.C(N(C(C)C)CC)(C)C. The catalyst is CN(C1C=CN=CC=1)C.CN(C=O)C. The product is [CH2:24]([O:23][C:21](=[O:22])[CH2:20][O:19][CH2:18][CH2:17][O:16][CH:4]([N:1]=[N+:2]=[N-:3])[CH2:5][O:6][C:7]1[CH:8]=[CH:12][CH:13]=[C:14]([C:55](=[O:60])[NH:54][CH2:53][CH2:52][NH:51][C:46](=[O:47])[C:45]([F:50])([F:49])[F:44])[CH:15]=1)[CH3:25]. The yield is 0.866. (4) The reactants are [CH3:1][O:2][C:3]1[CH:4]=[CH:5][CH:6]=[C:7]2[C:12]=1[N:11]=[C:10]([C:13]1[CH:18]=[CH:17][CH:16]=[CH:15][C:14]=1[C:19]([F:22])([F:21])[F:20])[NH:9][C:8]2=O.Cl.C(N(CC)CC)C.O=P(Cl)(Cl)[Cl:34]. No catalyst specified. The product is [Cl:34][C:8]1[C:7]2[C:12](=[C:3]([O:2][CH3:1])[CH:4]=[CH:5][CH:6]=2)[N:11]=[C:10]([C:13]2[CH:18]=[CH:17][CH:16]=[CH:15][C:14]=2[C:19]([F:22])([F:21])[F:20])[N:9]=1. The yield is 0.890. (5) The reactants are [Cl:1][C:2]1[N:7]=[C:6]([C:8]([O-:10])=O)[CH:5]=[CH:4][CH:3]=1.[K+].O=[C:13]1N([ClH]P([ClH]N2CCOC2=O)=O)CCO1.[NH2:28][C:29]1[C:38]([CH3:39])=[CH:37][C:32]([C:33]([O:35][CH3:36])=[O:34])=[CH:31][C:30]=1[CH3:40].C(N(C(C)C)CC)(C)C. The catalyst is CN(C)C=O.O. The product is [Cl:1][C:2]1[N:7]=[C:6]([C:8]([NH:28][C:29]2[C:30]([CH3:40])=[CH:31][C:32]([C:33]([O:35][CH3:36])=[O:34])=[CH:37][C:38]=2[CH3:39])=[O:10])[C:5]([CH3:13])=[CH:4][CH:3]=1. The yield is 0.780. (6) The reactants are [F:1][C:2]1[CH:7]=[CH:6][C:5]([C:8]2[O:22][C:11]3=[N:12][C:13]([NH:17][S:18]([CH3:21])(=[O:20])=[O:19])=[C:14]([I:16])[CH:15]=[C:10]3[C:9]=2[C:23]([NH:25][CH3:26])=[O:24])=[CH:4][CH:3]=1.C([O-])([O-])=O.[Cs+].[Cs+].Br[CH2:34][CH2:35][CH2:36][CH:37]=[CH2:38].CN(C=O)C. The catalyst is O. The product is [CH3:26][NH:25][C:23]([C:9]1[C:10]2[C:11](=[N:12][C:13]([N:17]([S:18]([CH3:21])(=[O:20])=[O:19])[CH2:38][CH2:37][CH2:36][CH:35]=[CH2:34])=[C:14]([I:16])[CH:15]=2)[O:22][C:8]=1[C:5]1[CH:6]=[CH:7][C:2]([F:1])=[CH:3][CH:4]=1)=[O:24]. The yield is 0.550. (7) The reactants are C1C=CC(C2C=CC=CC=2)=CC=1.C1C=CC(OC2C=CC=CC=2)=CC=1.C(O[C:31](=[O:51])[CH:32]=[C:33]([NH:41][C:42]1[CH:47]=[CH:46][C:45]([N+:48]([O-:50])=[O:49])=[CH:44][CH:43]=1)[C:34]1[CH:39]=[CH:38][CH:37]=[C:36]([F:40])[CH:35]=1)CCC. No catalyst specified. The product is [F:40][C:36]1[CH:35]=[C:34]([C:33]2[CH:32]=[C:31]([OH:51])[C:43]3[C:42](=[CH:47][CH:46]=[C:45]([N+:48]([O-:50])=[O:49])[CH:44]=3)[N:41]=2)[CH:39]=[CH:38][CH:37]=1. The yield is 0.960.